Dataset: Peptide-MHC class I binding affinity with 185,985 pairs from IEDB/IMGT. Task: Regression. Given a peptide amino acid sequence and an MHC pseudo amino acid sequence, predict their binding affinity value. This is MHC class I binding data. (1) The peptide sequence is GMPNWCVSI. The MHC is HLA-A02:16 with pseudo-sequence HLA-A02:16. The binding affinity (normalized) is 1.00. (2) The peptide sequence is TYLQSLASL. The MHC is HLA-A30:02 with pseudo-sequence HLA-A30:02. The binding affinity (normalized) is 0.213. (3) The peptide sequence is LQAGFFLLT. The MHC is HLA-A02:01 with pseudo-sequence HLA-A02:01. The binding affinity (normalized) is 0.142. (4) The peptide sequence is PFFFGFSHF. The MHC is HLA-A23:01 with pseudo-sequence HLA-A23:01. The binding affinity (normalized) is 0.706. (5) The peptide sequence is TATPAWDAL. The MHC is HLA-A02:03 with pseudo-sequence HLA-A02:03. The binding affinity (normalized) is 0.0847. (6) The peptide sequence is KCNPNLHYW. The MHC is HLA-B27:03 with pseudo-sequence HLA-B27:03. The binding affinity (normalized) is 0.0847. (7) The peptide sequence is KLYDSVYLT. The MHC is HLA-A02:06 with pseudo-sequence HLA-A02:06. The binding affinity (normalized) is 0.851. (8) The binding affinity (normalized) is 0.0847. The MHC is HLA-A02:01 with pseudo-sequence HLA-A02:01. The peptide sequence is EFKQILTDF.